Predict the product of the given reaction. From a dataset of Forward reaction prediction with 1.9M reactions from USPTO patents (1976-2016). (1) Given the reactants Cl[C:2]1[C:7]([O:8][CH3:9])=[CH:6][C:5]([N+:10]([O-:12])=[O:11])=[CH:4][N:3]=1.[NH:13]1[CH2:17][CH2:16][CH2:15][CH2:14]1.C(=O)([O-])[O-].[K+].[K+].O1CCOCCOCCOCCOCCOCC1, predict the reaction product. The product is: [CH3:9][O:8][C:7]1[C:2]([N:13]2[CH2:17][CH2:16][CH2:15][CH2:14]2)=[N:3][CH:4]=[C:5]([N+:10]([O-:12])=[O:11])[CH:6]=1. (2) Given the reactants [O:1]1[CH:5]=[CH:4][C:3]2[CH:6]=[C:7]([C:10]3[O:11]C(=O)[C:13]([CH3:19])([C:15]([O:17]C)=O)[N:14]=3)[CH:8]=[CH:9][C:2]1=2.[CH:21]1[S:25][CH:24]=[CH:23][C:22]=1C(Cl)=O.C(N(CC)CC)C.[C:36]([O:39][CH2:40]C)(=[O:38])C, predict the reaction product. The product is: [O:1]1[CH:5]=[CH:4][C:3]2[CH:6]=[C:7]([C:10]([NH:14][CH:13]([C:15]([C:23]3[CH:22]=[CH:21][S:25][CH:24]=3)=[O:17])[CH2:19][C:36]([O:39][CH3:40])=[O:38])=[O:11])[CH:8]=[CH:9][C:2]1=2. (3) Given the reactants [Br:1][C:2]1[CH:3]=[C:4]([OH:8])[CH:5]=[CH:6][CH:7]=1.Cl[CH2:10][CH2:11][N:12]1[CH2:17][CH2:16][O:15][CH2:14][CH2:13]1.C([O-])([O-])=O.[K+].[K+], predict the reaction product. The product is: [Br:1][C:2]1[CH:3]=[C:4]([CH:5]=[CH:6][CH:7]=1)[O:8][CH2:10][CH2:11][N:12]1[CH2:17][CH2:16][O:15][CH2:14][CH2:13]1.